This data is from Forward reaction prediction with 1.9M reactions from USPTO patents (1976-2016). The task is: Predict the product of the given reaction. Given the reactants [Cl:1][C:2]1[CH:3]=[N+:4]([O-:38])[CH:5]=[C:6]([Cl:37])[C:7]=1[CH2:8][C@@H:9]([C:22]1[CH:27]=[CH:26][C:25]([O:28][CH:29]([F:31])[F:30])=[C:24]([O:32][CH2:33][CH:34]2[CH2:36][CH2:35]2)[CH:23]=1)[O:10][C:11](=[O:21])[C:12]1[CH:17]=[CH:16][C:15]([O:18][CH3:19])=[C:14]([OH:20])[CH:13]=1.[C:39]([NH:46][C@H:47]([C:51](O)=[O:52])[CH:48]([CH3:50])[CH3:49])([O:41][C:42]([CH3:45])([CH3:44])[CH3:43])=[O:40], predict the reaction product. The product is: [C:42]([O:41][C:39]([NH:46][C@@H:47]([CH:48]([CH3:50])[CH3:49])[C:51]([O:20][C:14]1[CH:13]=[C:12]([CH:17]=[CH:16][C:15]=1[O:18][CH3:19])[C:11]([O:10][C@H:9]([C:22]1[CH:27]=[CH:26][C:25]([O:28][CH:29]([F:31])[F:30])=[C:24]([O:32][CH2:33][CH:34]2[CH2:36][CH2:35]2)[CH:23]=1)[CH2:8][C:7]1[C:2]([Cl:1])=[CH:3][N+:4]([O-:38])=[CH:5][C:6]=1[Cl:37])=[O:21])=[O:52])=[O:40])([CH3:45])([CH3:44])[CH3:43].